From a dataset of Reaction yield outcomes from USPTO patents with 853,638 reactions. Predict the reaction yield, written as a fraction of the theoretical maximum amount of product (1.0 means a 100% yield; for example, 0.34 means a 34% yield). (1) The reactants are [Cl:1][C:2]1[CH:7]=[CH:6][C:5]([N+:8]([O-])=O)=[CH:4][C:3]=1[CH2:11][S:12][C:13]1[N:18]=[C:17]([OH:19])[CH:16]=[C:15]([CH3:20])[N:14]=1.O.NN. The catalyst is CCO.[Ni]. The product is [ClH:1].[NH2:8][C:5]1[CH:6]=[CH:7][C:2]([Cl:1])=[C:3]([CH2:11][S:12][C:13]2[N:18]=[C:17]([OH:19])[CH:16]=[C:15]([CH3:20])[N:14]=2)[CH:4]=1. The yield is 0.100. (2) The reactants are [OH-].[Na+].[CH3:3][C@@H:4]1[CH2:9][O:8][CH2:7][CH2:6][N:5]1[C:10]1[CH:15]=[C:14]([C:16]2([S:19]([CH3:22])(=[NH:21])=[O:20])[CH2:18][CH2:17]2)[N:13]=[C:12]([C:23]2[CH:28]=[CH:27][N:26]=[C:25]3[N:29](S(C4C=CC(C)=CC=4)(=O)=O)[CH:30]=[CH:31][C:24]=23)[N:11]=1.O.Cl. The catalyst is COCCOC. The product is [CH3:3][C@@H:4]1[CH2:9][O:8][CH2:7][CH2:6][N:5]1[C:10]1[CH:15]=[C:14]([C:16]2([S:19]([CH3:22])(=[NH:21])=[O:20])[CH2:18][CH2:17]2)[N:13]=[C:12]([C:23]2[CH:28]=[CH:27][N:26]=[C:25]3[NH:29][CH:30]=[CH:31][C:24]=23)[N:11]=1. The yield is 0.520. (3) The reactants are C[O:2][C:3](=[O:25])[CH:4]([NH:17][C:18]([O:20][C:21]([CH3:24])([CH3:23])[CH3:22])=[O:19])[CH2:5][CH2:6][C:7]([N:9]1[CH2:13][CH2:12][CH2:11][C@H:10]1[CH2:14][O:15][CH3:16])=[O:8].[OH-].[Na+].Cl. The catalyst is CO. The product is [C:21]([O:20][C:18]([NH:17][CH:4]([CH2:5][CH2:6][C:7]([N:9]1[CH2:13][CH2:12][CH2:11][C@H:10]1[CH2:14][O:15][CH3:16])=[O:8])[C:3]([OH:25])=[O:2])=[O:19])([CH3:22])([CH3:24])[CH3:23]. The yield is 0.790. (4) The reactants are [Br:1][C:2]1[CH:7]=[CH:6][C:5]([C:8]2[CH:9]=[CH:10][C:11]([C:14]#[N:15])=NC=2)=[CH:4][CH:3]=1.Br[C:17]1C=CC(C#N)=C[N:18]=1.BrC1C=CC(B(O)O)=CC=1. No catalyst specified. The product is [Br:1][C:2]1[CH:3]=[CH:4][C:5]([C:8]2[CH:9]=[CH:10][C:11]([C:14]#[N:15])=[CH:17][N:18]=2)=[CH:6][CH:7]=1. The yield is 0.780. (5) The reactants are C(N(CC)CC)C.Cl.[NH:9]1[CH2:14][CH2:13][CH2:12][C@@H:11]([C:15]([N:17]2[CH2:21][CH2:20][CH2:19][CH2:18]2)=[O:16])[CH2:10]1.Cl[C:23]1[N:28]=[C:27]([NH2:29])[C:26]([N+:30]([O-:32])=[O:31])=[CH:25][CH:24]=1.[Cl-].[NH4+]. The catalyst is C(OCC)(=O)C.C(#N)C. The product is [NH2:29][C:27]1[N:28]=[C:23]([N:9]2[CH2:14][CH2:13][CH2:12][C@@H:11]([C:15]([N:17]3[CH2:18][CH2:19][CH2:20][CH2:21]3)=[O:16])[CH2:10]2)[CH:24]=[CH:25][C:26]=1[N+:30]([O-:32])=[O:31]. The yield is 0.660.